Dataset: Catalyst prediction with 721,799 reactions and 888 catalyst types from USPTO. Task: Predict which catalyst facilitates the given reaction. Reactant: C([O:3][C:4](=[O:33])[CH2:5][CH2:6][C:7]1[C:12]([CH3:13])=[CH:11][C:10]([CH2:14][CH2:15][C:16]([C:18]2[S:19][C:20]([CH2:29][CH3:30])=[C:21]3[CH2:26][C:25]([CH3:28])([CH3:27])[CH2:24][CH2:23][C:22]=23)=[O:17])=[CH:9][C:8]=1[CH2:31][CH3:32])C.[OH-].[Na+]. Product: [CH2:31]([C:8]1[CH:9]=[C:10]([CH2:14][CH2:15][C:16]([C:18]2[S:19][C:20]([CH2:29][CH3:30])=[C:21]3[CH2:26][C:25]([CH3:28])([CH3:27])[CH2:24][CH2:23][C:22]=23)=[O:17])[CH:11]=[C:12]([CH3:13])[C:7]=1[CH2:6][CH2:5][C:4]([OH:33])=[O:3])[CH3:32]. The catalyst class is: 8.